Dataset: CYP2D6 inhibition data for predicting drug metabolism from PubChem BioAssay. Task: Regression/Classification. Given a drug SMILES string, predict its absorption, distribution, metabolism, or excretion properties. Task type varies by dataset: regression for continuous measurements (e.g., permeability, clearance, half-life) or binary classification for categorical outcomes (e.g., BBB penetration, CYP inhibition). Dataset: cyp2d6_veith. (1) The compound is N#C/C(=C\c1cn[nH]c1-c1ccccc1)C(=O)NC1CCCCCC1. The result is 1 (inhibitor). (2) The drug is COc1ccc(C(=O)N2CCC3(CCN(Cc4ccc(C#N)cc4)CC3)CC2)cc1. The result is 0 (non-inhibitor). (3) The molecule is c1ccc2c(N3CCNCC3)cccc2c1. The result is 1 (inhibitor). (4) The molecule is COc1ccc(S(=O)(=O)n2ccc(-c3cnc(-c4ccccc4)s3)n2)cc1. The result is 0 (non-inhibitor).